From a dataset of Reaction yield outcomes from USPTO patents with 853,638 reactions. Predict the reaction yield, written as a fraction of the theoretical maximum amount of product (1.0 means a 100% yield; for example, 0.34 means a 34% yield). (1) The reactants are [Cl:1][C:2]1[CH:9]=[CH:8][C:5]([C:6]#[N:7])=[C:4]([O:10][C:11]2[CH:16]=[CH:15][C:14]([CH:17]=O)=[C:13](OC)[CH:12]=2)[CH:3]=1.CN.[C:23]([BH3-])#[N:24].[Na+].[C:27]([OH:34])(=[O:33])/[CH:28]=[CH:29]/[C:30]([OH:32])=[O:31]. The catalyst is C(OCC)(=O)C.C(O)(=O)C.CO. The product is [C:27]([OH:34])(=[O:33])/[CH:28]=[CH:29]/[C:30]([OH:32])=[O:31].[Cl:1][C:2]1[CH:9]=[CH:8][C:5]([C:6]#[N:7])=[C:4]([O:10][C:11]2[CH:12]=[CH:13][C:14]([CH2:17][NH:24][CH3:23])=[CH:15][C:16]=2[O:31][CH3:30])[CH:3]=1. The yield is 0.580. (2) The reactants are [C:1]([O:5][C:6]([N:8]1[CH2:13][CH:12]=[C:11]([C:14]2[C:22]3[C:17](=[N:18][CH:19]=[CH:20][CH:21]=3)[NH:16][CH:15]=2)[CH2:10][CH2:9]1)=[O:7])([CH3:4])([CH3:3])[CH3:2]. The catalyst is CCO.O=[Pt]=O. The product is [C:1]([O:5][C:6]([N:8]1[CH2:9][CH2:10][CH:11]([C:14]2[C:22]3[C:17](=[N:18][CH:19]=[CH:20][CH:21]=3)[NH:16][CH:15]=2)[CH2:12][CH2:13]1)=[O:7])([CH3:4])([CH3:2])[CH3:3]. The yield is 0.970. (3) The reactants are [NH2:1][C:2]1[CH:7]=[C:6]([C:8]([OH:11])([CH3:10])[CH3:9])[CH:5]=[CH:4][N:3]=1.[H-].[Na+].F[C:15]1[C:24]2[C:19](=[CH:20][CH:21]=[CH:22][CH:23]=2)[C:18]([N+:25]([O-:27])=[O:26])=[CH:17][CH:16]=1. The catalyst is CN(C=O)C. The product is [N+:25]([C:18]1[C:19]2[C:24](=[CH:23][CH:22]=[CH:21][CH:20]=2)[C:15]([O:11][C:8]([C:6]2[CH:5]=[CH:4][N:3]=[C:2]([NH2:1])[CH:7]=2)([CH3:9])[CH3:10])=[CH:16][CH:17]=1)([O-:27])=[O:26]. The yield is 0.0800. (4) The reactants are [C:1]([C:3]1[CH:4]=[C:5]2[C:10](=[CH:11][C:12]=1[OH:13])[N:9]=[CH:8][CH:7]=[C:6]2[O:14][C:15]1[CH:16]=[C:17]2[C:21](=[CH:22][CH:23]=1)[NH:20][CH:19]=[CH:18]2)#[N:2].[C:24](=[O:27])([O-:26])[O-:25].[K+].[K+].Br[CH2:31][CH:32]1[CH2:37][CH2:36][N:35](C(OC(C)(C)C)=O)[CH2:34][CH2:33]1.O. The catalyst is CN(C)C=O. The product is [C:1]([C:3]1[CH:4]=[C:5]2[C:10](=[CH:11][C:12]=1[O:13][CH2:31][CH:32]1[CH2:37][CH2:36][N:35]([O:27][C:24]([O:26][C:3]([CH3:4])([CH3:12])[CH3:1])=[O:25])[CH2:34][CH2:33]1)[N:9]=[CH:8][CH:7]=[C:6]2[O:14][C:15]1[CH:16]=[C:17]2[C:21](=[CH:22][CH:23]=1)[NH:20][CH:19]=[CH:18]2)#[N:2]. The yield is 0.593. (5) The reactants are [Si:1]([O:8][CH2:9][C:10]1[N:11]=[CH:12][S:13][C:14]=1[CH3:15])([C:4]([CH3:7])([CH3:6])[CH3:5])([CH3:3])[CH3:2].C([Li])CCC.[O:21]1[CH2:26][CH2:25][C:24](=[O:27])[CH2:23][CH2:22]1.CC(C)=O.CCCCCC. The catalyst is C1COCC1. The product is [Si:1]([O:8][CH2:9][C:10]1[N:11]=[C:12]([C:24]2([OH:27])[CH2:25][CH2:26][O:21][CH2:22][CH2:23]2)[S:13][C:14]=1[CH3:15])([C:4]([CH3:7])([CH3:6])[CH3:5])([CH3:2])[CH3:3]. The yield is 0.890.